From a dataset of KCNQ2 potassium channel screen with 302,405 compounds. Binary Classification. Given a drug SMILES string, predict its activity (active/inactive) in a high-throughput screening assay against a specified biological target. The molecule is n1(c(c(c(c1N)C#N)C#N)c1ccccc1)c1ccccc1. The result is 0 (inactive).